The task is: Regression. Given a peptide amino acid sequence and an MHC pseudo amino acid sequence, predict their binding affinity value. This is MHC class II binding data.. This data is from Peptide-MHC class II binding affinity with 134,281 pairs from IEDB. (1) The binding affinity (normalized) is 0.908. The peptide sequence is CRNFFLTQGALLNDRH. The MHC is DRB1_0101 with pseudo-sequence DRB1_0101. (2) The peptide sequence is GNIVAVDIKPKDSDE. The MHC is DRB3_0202 with pseudo-sequence DRB3_0202. The binding affinity (normalized) is 0.0853.